From a dataset of Forward reaction prediction with 1.9M reactions from USPTO patents (1976-2016). Predict the product of the given reaction. (1) Given the reactants [NH2:1][C:2]1[CH:9]=[CH:8][C:5]([C:6]#[N:7])=[C:4]([Cl:10])[CH:3]=1.[O:11]=[C:12]1[O:16][C@H:15]([C:17](O)=[O:18])[CH2:14][CH2:13]1.C(P1(=O)OP(CCC)(=O)OP(CCC)(=O)O1)CC.CCN(C(C)C)C(C)C, predict the reaction product. The product is: [Cl:10][C:4]1[CH:3]=[C:2]([NH:1][C:17]([C@@H:15]2[CH2:14][CH2:13][C:12](=[O:11])[O:16]2)=[O:18])[CH:9]=[CH:8][C:5]=1[C:6]#[N:7]. (2) The product is: [F:1][C:2]1[CH:31]=[CH:30][C:5]([CH2:6][NH:7][C:8]([C:10]2[N:11]=[C:12]3[N:27]([CH3:28])[C:26](=[O:29])[CH2:25][N:13]3[C:14](=[O:24])[C:15]=2[OH:16])=[O:9])=[C:4]([C:32](=[O:35])[NH:33][CH3:34])[CH:3]=1. Given the reactants [F:1][C:2]1[CH:31]=[CH:30][C:5]([CH2:6][NH:7][C:8]([C:10]2[N:11]=[C:12]3[N:27]([CH3:28])[C:26](=[O:29])[CH2:25][N:13]3[C:14](=[O:24])[C:15]=2[O:16]CC2C=CC=CC=2)=[O:9])=[C:4]([C:32](=[O:35])[NH:33][CH3:34])[CH:3]=1, predict the reaction product. (3) Given the reactants [Cl:1][C:2]1[CH:7]=[C:6]([CH3:8])[CH:5]=[C:4]([CH3:9])[C:3]=1[N:10]1[CH2:15][CH2:14][CH2:13][C:12]2=[C:16]([C:20]([CH2:24][CH2:25][CH3:26])=[CH:21][CH2:22][CH3:23])[N:17]([CH3:19])[N:18]=[C:11]12, predict the reaction product. The product is: [Cl:1][C:2]1[CH:7]=[C:6]([CH3:8])[CH:5]=[C:4]([CH3:9])[C:3]=1[N:10]1[CH2:15][CH2:14][CH2:13][C:12]2=[C:16]([CH:20]([CH2:24][CH2:25][CH3:26])[CH2:21][CH2:22][CH3:23])[N:17]([CH3:19])[N:18]=[C:11]12. (4) Given the reactants [CH2:1]([O:3][C:4]([C:6]1[CH:7]=[N:8][N:9]([C:18]2[N:23]=[C:22]([C:24]3[CH:50]=[CH:49][CH:48]=[CH:47][C:25]=3[O:26][CH2:27][C:28]3[CH:33]=[CH:32][C:31]([C:34]4[CH2:35][CH2:36][N:37]([C:40]([O:42][C:43]([CH3:46])([CH3:45])[CH3:44])=[O:41])[CH2:38][CH:39]=4)=[CH:30][CH:29]=3)[CH:21]=[CH:20][CH:19]=2)[C:10]=1[C:11]([F:17])([F:16])[C:12]([F:15])([F:14])[F:13])=[O:5])[CH3:2].[H][H], predict the reaction product. The product is: [CH2:1]([O:3][C:4]([C:6]1[CH:7]=[N:8][N:9]([C:18]2[N:23]=[C:22]([C:24]3[CH:50]=[CH:49][CH:48]=[CH:47][C:25]=3[O:26][CH2:27][C:28]3[CH:33]=[CH:32][C:31]([CH:34]4[CH2:35][CH2:36][N:37]([C:40]([O:42][C:43]([CH3:46])([CH3:44])[CH3:45])=[O:41])[CH2:38][CH2:39]4)=[CH:30][CH:29]=3)[CH:21]=[CH:20][CH:19]=2)[C:10]=1[C:11]([F:16])([F:17])[C:12]([F:13])([F:14])[F:15])=[O:5])[CH3:2]. (5) Given the reactants [NH:1]1[C:5]2[CH:6]=[CH:7][CH:8]=[CH:9][C:4]=2[N:3]=[N:2]1.[CH3:10][C:11]([CH3:15])([CH3:14])[CH:12]=O.[C:16]1([CH2:22][CH2:23][CH2:24][CH2:25][C:26]([NH2:28])=[O:27])[CH:21]=[CH:20][CH:19]=[CH:18][CH:17]=1, predict the reaction product. The product is: [N:1]1([CH:12]([NH:28][C:26](=[O:27])[CH2:25][CH2:24][CH2:23][CH2:22][C:16]2[CH:21]=[CH:20][CH:19]=[CH:18][CH:17]=2)[C:11]([CH3:15])([CH3:14])[CH3:10])[C:5]2[CH:6]=[CH:7][CH:8]=[CH:9][C:4]=2[N:3]=[N:2]1. (6) Given the reactants [NH2:1][C:2]1[N:3]=[CH:4][C:5]([C:12]2[CH:22]=[CH:21][C:15]([C:16]([N:18]([CH3:20])[CH3:19])=[O:17])=[CH:14][CH:13]=2)=[N:6][C:7]=1[C:8]([NH:10][NH2:11])=O.N(C1C=CC=CC=1C#N)=[C:24]=[S:25].CC[N:36]([CH:40](C)C)[CH:37]([CH3:39])C.BrP(Br)([C:57]1[CH:62]=[CH:61][CH:60]=[CH:59][CH:58]=1)([C:57]1[CH:62]=[CH:61][CH:60]=[CH:59][CH:58]=1)[C:57]1[CH:62]=[CH:61][CH:60]=[CH:59][CH:58]=1.[C:64](#[N:66])C, predict the reaction product. The product is: [NH2:1][C:2]1[N:3]=[CH:4][C:5]([C:12]2[CH:22]=[CH:21][C:15]([C:16]([N:18]3[CH2:20][CH2:39][CH2:37][NH:36][CH2:40][CH2:19]3)=[O:17])=[CH:14][C:13]=2[C:64]#[N:66])=[N:6][C:7]=1[C:8]1[S:25][C:24]([C:57]2[CH:58]=[CH:59][CH:60]=[CH:61][CH:62]=2)=[N:11][N:10]=1. (7) The product is: [C:2]1([C:20]#[C:21][C:2]2[CH:11]=[CH:10][C:9]([N+:12]([O-:14])=[O:13])=[CH:8][C:3]=2[C:4]([O:6][CH3:7])=[O:5])[CH:11]=[CH:10][CH:9]=[CH:8][CH:3]=1. Given the reactants Br[C:2]1[CH:11]=[CH:10][C:9]([N+:12]([O-:14])=[O:13])=[CH:8][C:3]=1[C:4]([O:6][CH3:7])=[O:5].C(N([CH2:20][CH3:21])CC)C, predict the reaction product. (8) Given the reactants Br[C:2]1[CH:3]=[C:4]([NH:8][C:9]2[CH:14]=[CH:13][CH:12]=[CH:11][CH:10]=2)[CH:5]=[N:6][CH:7]=1.[C:15]([NH:18][C:19]1[CH:20]=[C:21](B(O)O)[CH:22]=[CH:23][CH:24]=1)(=[O:17])[CH3:16].C([O-])(O)=O.[Na+].C1(P(C2C=CC=CC=2)C2C=CC=CC=2)C=CC=CC=1, predict the reaction product. The product is: [C:9]1([NH:8][C:4]2[CH:3]=[C:2]([C:23]3[CH:24]=[C:19]([NH:18][C:15](=[O:17])[CH3:16])[CH:20]=[CH:21][CH:22]=3)[CH:7]=[N:6][CH:5]=2)[CH:14]=[CH:13][CH:12]=[CH:11][CH:10]=1. (9) Given the reactants [I:1][C:2]1[CH:3]=[C:4]2[C:8](=[CH:9][CH:10]=1)[N:7]([C:11]1[CH:19]=[CH:18][C:14]([C:15](O)=[O:16])=[CH:13][CH:12]=1)[N:6]=[CH:5]2, predict the reaction product. The product is: [I:1][C:2]1[CH:3]=[C:4]2[C:8](=[CH:9][CH:10]=1)[N:7]([C:11]1[CH:19]=[CH:18][C:14]([CH2:15][OH:16])=[CH:13][CH:12]=1)[N:6]=[CH:5]2.